Dataset: Catalyst prediction with 721,799 reactions and 888 catalyst types from USPTO. Task: Predict which catalyst facilitates the given reaction. (1) Reactant: [O:1]1[C:5]2[CH:6]=[CH:7][CH:8]=[CH:9][C:4]=2[N:3]=[C:2]1[NH:10][C:11]1[CH:16]=[CH:15][C:14]([CH2:17][C:18]([O:20]C(C)(C)C)=[O:19])=[CH:13][C:12]=1[CH3:25].FC(F)(F)C(O)=O. Product: [O:1]1[C:5]2[CH:6]=[CH:7][CH:8]=[CH:9][C:4]=2[N:3]=[C:2]1[NH:10][C:11]1[CH:16]=[CH:15][C:14]([CH2:17][C:18]([OH:20])=[O:19])=[CH:13][C:12]=1[CH3:25]. The catalyst class is: 2. (2) Reactant: [NH2:1][C:2]1[C:31](I)=[CH:30][C:5]([CH2:6][C@H:7]2[C@H:15]3[C@@H:11]([N:12]([CH2:17][C:18]4[CH:23]=[CH:22][CH:21]=[C:20]([C:24]([CH3:27])([CH3:26])[CH3:25])[CH:19]=4)[C:13](=[O:16])[O:14]3)[CH2:10][S:9](=[O:29])(=[O:28])[CH2:8]2)=[CH:4][C:3]=1[F:33].CCN(CC)CC.[CH3:41][CH:42]([CH3:45])[C:43]#[CH:44]. Product: [NH2:1][C:2]1[C:31]([C:44]#[C:43][CH:42]([CH3:45])[CH3:41])=[CH:30][C:5]([CH2:6][C@H:7]2[C@H:15]3[C@@H:11]([N:12]([CH2:17][C:18]4[CH:23]=[CH:22][CH:21]=[C:20]([C:24]([CH3:27])([CH3:26])[CH3:25])[CH:19]=4)[C:13](=[O:16])[O:14]3)[CH2:10][S:9](=[O:29])(=[O:28])[CH2:8]2)=[CH:4][C:3]=1[F:33]. The catalyst class is: 540.